Task: Predict which catalyst facilitates the given reaction.. Dataset: Catalyst prediction with 721,799 reactions and 888 catalyst types from USPTO (1) Reactant: O.[CH:2]1([N:5]2[C:14]3[C:9](=[CH:10][CH:11]=[C:12]([C:19]4[CH:20]=[C:21]5[C:25](=[CH:26][CH:27]=4)[C@@H:24]([CH3:28])[NH:23][CH2:22]5)[C:13]=3[O:15][CH:16]([F:18])[F:17])[C:8](=[O:29])[C:7]([C:30]([OH:32])=[O:31])=[CH:6]2)[CH2:4][CH2:3]1.[CH3:33][S:34]([OH:37])(=[O:36])=[O:35]. Product: [OH2:15].[CH3:33][S:34]([OH:37])(=[O:36])=[O:35].[CH:2]1([N:5]2[C:14]3[C:9](=[CH:10][CH:11]=[C:12]([C:19]4[CH:20]=[C:21]5[C:25](=[CH:26][CH:27]=4)[C@@H:24]([CH3:28])[NH:23][CH2:22]5)[C:13]=3[O:15][CH:16]([F:18])[F:17])[C:8](=[O:29])[C:7]([C:30]([OH:32])=[O:31])=[CH:6]2)[CH2:4][CH2:3]1. The catalyst class is: 8. (2) Reactant: Br[CH2:2][C:3]([C:5]1[CH:10]=[CH:9][C:8]([O:11][CH3:12])=[CH:7][CH:6]=1)=[O:4].O=[C:14]([CH2:20][CH3:21])[CH2:15][C:16]([O:18][CH3:19])=[O:17].O.C1(C)C=CC(S(O)(=O)=O)=CC=1. Product: [CH2:20]([C:14]1[O:4][C:3]([C:5]2[CH:10]=[CH:9][C:8]([O:11][CH3:12])=[CH:7][CH:6]=2)=[CH:2][C:15]=1[C:16]([O:18][CH3:19])=[O:17])[CH3:21]. The catalyst class is: 11. (3) Reactant: [CH3:1][O:2][C:3](=[O:11])[CH:4]([NH:7][C:8](=[O:10])[CH3:9])[CH:5]=O.O=S(Cl)Cl. Product: [CH3:1][O:2][C:3]([C:4]1[N:7]=[C:8]([CH3:9])[O:10][CH:5]=1)=[O:11]. The catalyst class is: 22.